From a dataset of Catalyst prediction with 721,799 reactions and 888 catalyst types from USPTO. Predict which catalyst facilitates the given reaction. Reactant: [I:1][C:2]1[CH:10]=[C:9]([C:11]([O:13][CH3:14])=[O:12])[CH:8]=[C:7]2[C:3]=1[CH:4]=[CH:5][NH:6]2.[OH-].[K+].I[CH2:18][CH2:19][CH2:20][CH3:21]. Product: [CH2:18]([N:6]1[C:7]2[C:3](=[C:2]([I:1])[CH:10]=[C:9]([C:11]([O:13][CH3:14])=[O:12])[CH:8]=2)[CH:4]=[CH:5]1)[CH2:19][CH2:20][CH3:21]. The catalyst class is: 3.